From a dataset of Catalyst prediction with 721,799 reactions and 888 catalyst types from USPTO. Predict which catalyst facilitates the given reaction. Reactant: COC([C@@H](NC([C@@H](N)CC(O)=O)=O)CC1C=CC=CC=1)=O.CC1OS(=O)(=O)[N-]C(=O)C=1.[K+].[C:33]([OH:41])(=[O:40])[C:34]1[CH:39]=[CH:38][CH:37]=[CH:36][CH:35]=1.[OH-].[Na+:43]. Product: [C:33]([O-:41])(=[O:40])[C:34]1[CH:39]=[CH:38][CH:37]=[CH:36][CH:35]=1.[Na+:43]. The catalyst class is: 6.